From a dataset of Catalyst prediction with 721,799 reactions and 888 catalyst types from USPTO. Predict which catalyst facilitates the given reaction. (1) Reactant: [Br:1][C:2]1[CH:3]=[N:4][CH:5]=[C:6](Br)[CH:7]=1.[CH3:9][O-:10].[Na+].O. Product: [Br:1][C:2]1[CH:3]=[N:4][CH:5]=[C:6]([O:10][CH3:9])[CH:7]=1. The catalyst class is: 5. (2) Reactant: Cl[C:2]1[CH:11]=[CH:10][C:9]2[C:4](=[CH:5][CH:6]=[CH:7][CH:8]=2)[N:3]=1.[CH2:12]([NH2:16])[CH2:13][CH2:14][NH2:15].CC([O-])(C)C.[Na+]. Product: [N:3]1[C:4]2[C:9](=[CH:8][CH:7]=[CH:6][CH:5]=2)[CH:10]=[CH:11][C:2]=1[NH:15][CH2:14][CH2:13][CH2:12][NH2:16]. The catalyst class is: 222. (3) Reactant: [NH2:1][C@H:2]1[CH2:7][CH2:6][C@H:5]([C:8]2[CH:13]=[CH:12][C:11]([OH:14])=[CH:10][CH:9]=2)[CH2:4][CH2:3]1.S([O-])(=O)(=O)C. Product: [C:5]1([C:8]#[C:9][CH2:10][NH:1][C@H:2]2[CH2:3][CH2:4][C@H:5]([C:8]3[CH:9]=[CH:10][C:11]([OH:14])=[CH:12][CH:13]=3)[CH2:6][CH2:7]2)[CH:6]=[CH:7][CH:2]=[CH:3][CH:4]=1. The catalyst class is: 49. (4) Reactant: [NH2:1][C:2]1[N:7]=[C:6]([C:8]2[CH:16]=[C:15]3[C:11]([C:12]([NH:17]C(=O)C)=[N:13][NH:14]3)=[CH:10][CH:9]=2)[CH:5]=[C:4]([O:21][CH3:22])[N:3]=1.Cl. Product: [NH2:1][C:2]1[N:7]=[C:6]([C:8]2[CH:16]=[C:15]3[C:11]([C:12]([NH2:17])=[N:13][NH:14]3)=[CH:10][CH:9]=2)[CH:5]=[C:4]([O:21][CH3:22])[N:3]=1. The catalyst class is: 5. (5) Reactant: [C:1]([C:3]1[CH:8]=[CH:7][C:6]([NH:9][C:10](=[O:28])[C:11]([CH:22]2[CH2:27][CH2:26][CH2:25][CH2:24][CH2:23]2)([OH:21])[CH2:12][C:13]2[CH:18]=[CH:17][CH:16]=[C:15]([CH:19]=O)[CH:14]=2)=[CH:5][C:4]=1[C:29]([F:32])([F:31])[F:30])#[N:2].[CH3:33][N:34]([CH3:39])[CH2:35][CH2:36][NH:37][CH3:38].C(O[BH-](OC(=O)C)OC(=O)C)(=O)C.C(=O)([O-])O.[Na+]. Product: [C:1]([C:3]1[CH:8]=[CH:7][C:6]([NH:9][C:10](=[O:28])[C:11]([CH:22]2[CH2:27][CH2:26][CH2:25][CH2:24][CH2:23]2)([OH:21])[CH2:12][C:13]2[CH:18]=[CH:17][CH:16]=[C:15]([CH2:19][N:37]([CH2:36][CH2:35][N:34]([CH3:39])[CH3:33])[CH3:38])[CH:14]=2)=[CH:5][C:4]=1[C:29]([F:32])([F:31])[F:30])#[N:2]. The catalyst class is: 4. (6) Product: [CH:1]([C:4]1[CH:5]=[C:6]([C:10]2[CH:15]=[CH:14][CH:13]=[CH:12][C:11]=2[CH2:16][N:17]2[CH:22]=[CH:21][CH:20]=[C:19]([C:23]([NH:27][C@@H:28]([CH2:36][CH2:37][CH2:38][NH:39][C:40]([NH:42][S:43]([C:46]3[C:47]([CH3:60])=[C:48]4[C:53](=[C:54]([CH3:57])[C:55]=3[CH3:56])[O:52][C:51]([CH3:59])([CH3:58])[CH2:50][CH2:49]4)(=[O:44])=[O:45])=[NH:41])[C:29]([O:31][C:32]([CH3:33])([CH3:34])[CH3:35])=[O:30])=[O:24])[C:18]2=[O:26])[CH:7]=[CH:8][CH:9]=1)([CH3:3])[CH3:2]. Reactant: [CH:1]([C:4]1[CH:5]=[C:6]([C:10]2[CH:15]=[CH:14][CH:13]=[CH:12][C:11]=2[CH2:16][N:17]2[CH:22]=[CH:21][CH:20]=[C:19]([C:23](O)=[O:24])[C:18]2=[O:26])[CH:7]=[CH:8][CH:9]=1)([CH3:3])[CH3:2].[NH2:27][C@@H:28]([CH2:36][CH2:37][CH2:38][NH:39][C:40]([NH:42][S:43]([C:46]1[C:47]([CH3:60])=[C:48]2[C:53](=[C:54]([CH3:57])[C:55]=1[CH3:56])[O:52][C:51]([CH3:59])([CH3:58])[CH2:50][CH2:49]2)(=[O:45])=[O:44])=[NH:41])[C:29]([O:31][C:32]([CH3:35])([CH3:34])[CH3:33])=[O:30].CN(C(ON1N=NC2C=CC=CC1=2)=[N+](C)C)C.F[P-](F)(F)(F)(F)F.CCN(C(C)C)C(C)C. The catalyst class is: 3. (7) Reactant: [C:1]([NH2:9])(=[O:8])[C:2]1[CH:7]=[CH:6][CH:5]=[N:4][CH:3]=1.[CH2:10]([Cl:13])[CH:11]=[CH2:12]. Product: [Cl-:13].[CH2:12]([N+:4]1[CH:5]=[CH:6][CH:7]=[C:2]([C:1](=[O:8])[NH2:9])[CH:3]=1)[CH:11]=[CH2:10]. The catalyst class is: 8. (8) Reactant: [Br:1][C:2]1[CH:3]=[C:4]([SH:9])[CH:5]=[CH:6][C:7]=1[F:8].[OH-].[Na+].I[CH:13]([CH3:15])[CH3:14]. Product: [Br:1][C:2]1[CH:3]=[C:4]([S:9][CH:13]([CH3:15])[CH3:14])[CH:5]=[CH:6][C:7]=1[F:8]. The catalyst class is: 5.